Dataset: Catalyst prediction with 721,799 reactions and 888 catalyst types from USPTO. Task: Predict which catalyst facilitates the given reaction. (1) Reactant: [Br:1][C:2]1[CH:10]=[C:9]2[C:5]([CH:6]=[CH:7][NH:8]2)=[CH:4][N:3]=1.[H-].[Na+].Br[CH:14]([CH3:16])[CH3:15]. Product: [Br:1][C:2]1[N:3]=[CH:4][C:5]2[CH:6]=[CH:7][N:8]([CH:14]([CH3:16])[CH3:15])[C:9]=2[CH:10]=1. The catalyst class is: 3. (2) Reactant: [CH3:1][C:2]1[C:16](=[O:17])[N:15]=[C:14]2[N:4]([C@@H:5]3[O:9][C@H:8]([CH2:10][OH:11])[C@@H:7]([OH:12])[C@@H:6]3[O:13]2)[CH:3]=1.[CH3:18][O:19][CH2:20][CH2:21][O:22]B([O:22][CH2:21][CH2:20][O:19][CH3:18])[O:22][CH2:21][CH2:20][O:19][CH3:18]. The catalyst class is: 141. Product: [CH3:18][O:19][CH2:20][CH2:21][O:22][C@@H:6]1[C@H:7]([OH:12])[C@@H:8]([CH2:10][OH:11])[O:9][C@H:5]1[N:4]1[CH:3]=[C:2]([CH3:1])[C:16](=[O:17])[NH:15][C:14]1=[O:13].